This data is from NCI-60 drug combinations with 297,098 pairs across 59 cell lines. The task is: Regression. Given two drug SMILES strings and cell line genomic features, predict the synergy score measuring deviation from expected non-interaction effect. (1) Drug 1: C1CCC(C1)C(CC#N)N2C=C(C=N2)C3=C4C=CNC4=NC=N3. Drug 2: CC(CN1CC(=O)NC(=O)C1)N2CC(=O)NC(=O)C2. Cell line: LOX IMVI. Synergy scores: CSS=32.9, Synergy_ZIP=-7.63, Synergy_Bliss=1.82, Synergy_Loewe=5.15, Synergy_HSA=5.62. (2) Synergy scores: CSS=2.53, Synergy_ZIP=-5.17, Synergy_Bliss=0.850, Synergy_Loewe=-23.6, Synergy_HSA=-0.359. Drug 1: CC1=C(C(CCC1)(C)C)C=CC(=CC=CC(=CC(=O)O)C)C. Drug 2: CCC1=C2CN3C(=CC4=C(C3=O)COC(=O)C4(CC)O)C2=NC5=C1C=C(C=C5)O. Cell line: HCT-15. (3) Drug 1: COC1=CC(=CC(=C1O)OC)C2C3C(COC3=O)C(C4=CC5=C(C=C24)OCO5)OC6C(C(C7C(O6)COC(O7)C8=CC=CS8)O)O. Drug 2: C(CC(=O)O)C(=O)CN.Cl. Cell line: RPMI-8226. Synergy scores: CSS=62.0, Synergy_ZIP=-1.67, Synergy_Bliss=-0.417, Synergy_Loewe=4.72, Synergy_HSA=6.79. (4) Drug 1: C(CCl)NC(=O)N(CCCl)N=O. Drug 2: N.N.Cl[Pt+2]Cl. Cell line: T-47D. Synergy scores: CSS=36.2, Synergy_ZIP=-1.57, Synergy_Bliss=2.86, Synergy_Loewe=-0.797, Synergy_HSA=5.28.